This data is from Reaction yield outcomes from USPTO patents with 853,638 reactions. The task is: Predict the reaction yield, written as a fraction of the theoretical maximum amount of product (1.0 means a 100% yield; for example, 0.34 means a 34% yield). The reactants are C(OC([NH:8][C:9]1[S:13][C:12]([C:14]2[C:19]([F:20])=[CH:18][CH:17]=[CH:16][C:15]=2[F:21])=[N:11][C:10]=1[C:22]([OH:24])=O)=O)(C)(C)C.[NH2:25][C:26]1[CH:27]=[N:28][CH:29]=[CH:30][C:31]=1[N:32]1[CH2:37][CH2:36][CH2:35][C@H:34]([OH:38])[CH2:33]1. No catalyst specified. The product is [NH2:8][C:9]1[S:13][C:12]([C:14]2[C:15]([F:21])=[CH:16][CH:17]=[CH:18][C:19]=2[F:20])=[N:11][C:10]=1[C:22]([NH:25][C:26]1[CH:27]=[N:28][CH:29]=[CH:30][C:31]=1[N:32]1[CH2:37][CH2:36][CH2:35][C@H:34]([OH:38])[CH2:33]1)=[O:24]. The yield is 1.00.